From a dataset of Reaction yield outcomes from USPTO patents with 853,638 reactions. Predict the reaction yield, written as a fraction of the theoretical maximum amount of product (1.0 means a 100% yield; for example, 0.34 means a 34% yield). (1) The reactants are [F:1][C:2]([F:17])([F:16])[C:3]1[CH:4]=[C:5]([CH2:9][CH2:10][C:11](OCC)=[O:12])[CH:6]=[CH:7][CH:8]=1.O.[NH2:19][NH2:20]. The catalyst is C(O)C. The product is [F:1][C:2]([F:17])([F:16])[C:3]1[CH:4]=[C:5]([CH2:9][CH2:10][C:11]([NH:19][NH2:20])=[O:12])[CH:6]=[CH:7][CH:8]=1. The yield is 0.810. (2) The reactants are O[CH2:2][C:3]1[CH:12]=[N:11][C:10]2[N:9]3[CH2:13][CH2:14][S:15][CH2:16][C@H:8]3[C:7](=[O:17])[NH:6][C:5]=2[CH:4]=1.[I-].C(C[P+](C)(C)C)#N.Cl.[CH2:27]([NH:29][C:30](=[O:44])[C:31]1[CH:36]=[CH:35][C:34]([N:37]2[CH2:42][CH2:41][NH:40][CH2:39][CH2:38]2)=[C:33]([F:43])[CH:32]=1)[CH3:28].CCN(C(C)C)C(C)C. The catalyst is C(#N)CC.CS(C)=O. The product is [CH2:27]([NH:29][C:30](=[O:44])[C:31]1[CH:36]=[CH:35][C:34]([N:37]2[CH2:42][CH2:41][N:40]([CH2:2][C:3]3[CH:12]=[N:11][C:10]4[N:9]5[CH2:13][CH2:14][S:15][CH2:16][C@H:8]5[C:7](=[O:17])[NH:6][C:5]=4[CH:4]=3)[CH2:39][CH2:38]2)=[C:33]([F:43])[CH:32]=1)[CH3:28]. The yield is 0.340. (3) The reactants are [CH-:1]1[CH:5]=[CH:4][CH:3]=[CH:2]1.[Na+].Br[CH2:8][CH2:9][CH2:10][O:11][Si:12]([CH3:15])([CH3:14])[CH3:13].[Cl-].[NH4+]. The catalyst is O1CCCC1. The product is [CH3:13][Si:12]([CH3:15])([CH3:14])[O:11][CH2:10][CH2:9][CH2:8][C:1]1[CH2:5][CH:4]=[CH:3][CH:2]=1. The yield is 0.430. (4) The reactants are [Br:1][C:2]1[C:7]([O:8][CH3:9])=[CH:6][C:5]([C:10]2[N:11]=[CH:12][S:13][CH:14]=2)=[CH:4][C:3]=1[O:15][CH3:16].[Li+].CC([N-]C(C)C)C.[N:25]1([C:30]2[CH:35]=[CH:34][C:33]([CH:36]([O:43][CH3:44])[C:37](N(OC)C)=[O:38])=[CH:32][CH:31]=2)[CH:29]=[CH:28][CH:27]=[N:26]1. The catalyst is C1COCC1.C1COCC1.CCCCCCC.C(C1C=CC=CC=1)C. The product is [N:25]1([C:30]2[CH:31]=[CH:32][C:33]([CH:36]([O:43][CH3:44])[C:37]([C:12]3[S:13][CH:14]=[C:10]([C:5]4[CH:6]=[C:7]([O:8][CH3:9])[C:2]([Br:1])=[C:3]([O:15][CH3:16])[CH:4]=4)[N:11]=3)=[O:38])=[CH:34][CH:35]=2)[CH:29]=[CH:28][CH:27]=[N:26]1. The yield is 0.200.